Dataset: Reaction yield outcomes from USPTO patents with 853,638 reactions. Task: Predict the reaction yield, written as a fraction of the theoretical maximum amount of product (1.0 means a 100% yield; for example, 0.34 means a 34% yield). The reactants are [CH3:1][N:2]1[C:10]2[C:5](=[CH:6][CH:7]=[C:8]([N+:11]([O-])=O)[CH:9]=2)[CH:4]=[CH:3]1.[Cl-].[NH4+]. The catalyst is C(O)C.O.[Fe]. The product is [CH3:1][N:2]1[C:10]2[C:5](=[CH:6][CH:7]=[C:8]([NH2:11])[CH:9]=2)[CH:4]=[CH:3]1. The yield is 0.370.